This data is from Forward reaction prediction with 1.9M reactions from USPTO patents (1976-2016). The task is: Predict the product of the given reaction. (1) Given the reactants [N+:1]([C:4]1[CH:5]=[C:6]([C:10]([OH:12])=O)[N:7]([CH3:9])[CH:8]=1)([O-:3])=[O:2].[NH2:13][C:14]1[CH:15]=[C:16]([CH:21]=[CH:22][C:23]=1[NH:24][CH3:25])[C:17]([O:19][CH3:20])=[O:18].N1C=CC=CC=1, predict the reaction product. The product is: [N+:1]([C:4]1[CH:5]=[C:6]([C:10]([NH:13][C:14]2[CH:15]=[C:16]([CH:21]=[CH:22][C:23]=2[NH:24][CH3:25])[C:17]([O:19][CH3:20])=[O:18])=[O:12])[N:7]([CH3:9])[CH:8]=1)([O-:3])=[O:2]. (2) Given the reactants [Cl:1][C:2]1[CH:9]=[C:8]([Cl:10])[CH:7]=[CH:6][C:3]=1[CH:4]=O.F[B-](F)(F)F.[CH:16]1([S+](C2C=CC=CC=2)C2C=CC=CC=2)[CH2:18][CH2:17]1.CC([O-:36])(C)C.[K+], predict the reaction product. The product is: [Cl:1][C:2]1[CH:9]=[C:8]([Cl:10])[CH:7]=[CH:6][C:3]=1[CH:4]1[CH2:18][CH2:16][C:17]1=[O:36]. (3) Given the reactants [N:1]1([C:11]([O:13][C:14]([CH3:17])([CH3:16])[CH3:15])=[O:12])[CH:5]=[CH:4][CH2:3][C@@H:2]1[C:6]([O:8][CH2:9][CH3:10])=[O:7].[C:18]1(C)C=CC=CC=1.C([Zn]CC)C.ICI.C(=O)([O-])O.[Na+], predict the reaction product. The product is: [C@H:5]12[CH2:18][C@H:4]1[CH2:3][C@H:2]([C:6]([O:8][CH2:9][CH3:10])=[O:7])[N:1]2[C:11]([O:13][C:14]([CH3:16])([CH3:15])[CH3:17])=[O:12]. (4) Given the reactants [CH3:1][C:2]1[C:6]([C:7]2[C:15]3[C:10](=[N:11][CH:12]=[C:13]([C:16]4[CH:21]=[CH:20][C:19]([N:22]5[CH2:27][CH2:26][N:25]([C:28]([O:30][C:31]([CH3:34])([CH3:33])[CH3:32])=[O:29])[CH2:24][CH2:23]5)=[CH:18][CH:17]=4)[CH:14]=3)[N:9](S(C3C=CC(C)=CC=3)(=O)=O)[CH:8]=2)=[C:5]([CH3:45])[N:4]([CH2:46][C:47]2[CH:52]=[CH:51][CH:50]=[C:49]([CH3:53])[CH:48]=2)[N:3]=1.[OH-].[Li+], predict the reaction product. The product is: [CH3:1][C:2]1[C:6]([C:7]2[C:15]3[C:10](=[N:11][CH:12]=[C:13]([C:16]4[CH:17]=[CH:18][C:19]([N:22]5[CH2:27][CH2:26][N:25]([C:28]([O:30][C:31]([CH3:34])([CH3:33])[CH3:32])=[O:29])[CH2:24][CH2:23]5)=[CH:20][CH:21]=4)[CH:14]=3)[NH:9][CH:8]=2)=[C:5]([CH3:45])[N:4]([CH2:46][C:47]2[CH:52]=[CH:51][CH:50]=[C:49]([CH3:53])[CH:48]=2)[N:3]=1. (5) Given the reactants [NH2:1][C:2]1[CH:3]=[N:4][C:5]2[C:10]([CH:11]=1)=[CH:9][C:8]([OH:12])=[CH:7][CH:6]=2.[Br:13][C:14]1[CH:15]=[CH:16][C:17]([O:24][CH3:25])=[C:18]([S:20](Cl)(=[O:22])=[O:21])[CH:19]=1, predict the reaction product. The product is: [Br:13][C:14]1[CH:15]=[CH:16][C:17]([O:24][CH3:25])=[C:18]([S:20]([NH:1][C:2]2[CH:3]=[N:4][C:5]3[C:10]([CH:11]=2)=[CH:9][C:8]([OH:12])=[CH:7][CH:6]=3)(=[O:21])=[O:22])[CH:19]=1.